This data is from Reaction yield outcomes from USPTO patents with 853,638 reactions. The task is: Predict the reaction yield, written as a fraction of the theoretical maximum amount of product (1.0 means a 100% yield; for example, 0.34 means a 34% yield). (1) The reactants are [F:1][C:2]1[CH:3]=[C:4]2[C:9](=[CH:10][CH:11]=1)[N:8]=[C:7]([O:12][CH3:13])[C:6]([NH:14][C:15](=[O:19])OCC)=[N:5]2.[C:20]1([N:26]2[CH2:31][CH2:30][NH:29][CH2:28][CH2:27]2)[CH:25]=[CH:24][CH:23]=[CH:22][CH:21]=1.C1CCN2C(=NCCC2)CC1. The catalyst is O1CCCC1. The product is [F:1][C:2]1[CH:3]=[C:4]2[C:9](=[CH:10][CH:11]=1)[N:8]=[C:7]([O:12][CH3:13])[C:6]([NH:14][C:15]([N:29]1[CH2:30][CH2:31][N:26]([C:20]3[CH:25]=[CH:24][CH:23]=[CH:22][CH:21]=3)[CH2:27][CH2:28]1)=[O:19])=[N:5]2. The yield is 0.880. (2) The reactants are [C:1]([O:5][C:6]([NH:8][C@@H:9]([C:14]([OH:16])=O)[CH2:10][CH:11]([CH3:13])[CH3:12])=[O:7])([CH3:4])([CH3:3])[CH3:2].Cl.[NH2:18][C@H:19]([C:23]([O:25][CH3:26])=[O:24])[CH2:20][CH2:21][CH3:22]. No catalyst specified. The product is [C:1]([O:5][C:6]([NH:8][C@@H:9]([C:14]([NH:18][C@H:19]([C:23]([O:25][CH3:26])=[O:24])[CH2:20][CH2:21][CH3:22])=[O:16])[CH2:10][CH:11]([CH3:12])[CH3:13])=[O:7])([CH3:2])([CH3:3])[CH3:4]. The yield is 1.00. (3) No catalyst specified. The reactants are [NH2:1][C:2]1[CH:3]=[CH:4][C:5]([S:20]([CH2:23][CH3:24])(=[O:22])=[O:21])=[C:6]([CH:19]=1)[CH2:7][NH:8][C:9](=[O:18])[O:10][CH2:11][C:12]1[CH:17]=[CH:16][CH:15]=[CH:14][CH:13]=1.[CH2:25](Cl)Cl.Cl[C:29]([O:31]C1C=CC=CC=1)=[O:30].N1[CH:43]=[CH:42][CH:41]=[CH:40][CH:39]=1. The yield is 0.620. The product is [CH2:11]([O:10][C:9]([NH:8][CH2:7][C:6]1[CH:19]=[C:2]([N:1]([C:39]2[CH:25]=[CH:43][CH:42]=[CH:41][CH:40]=2)[C:29](=[O:30])[OH:31])[CH:3]=[CH:4][C:5]=1[S:20]([CH2:23][CH3:24])(=[O:22])=[O:21])=[O:18])[C:12]1[CH:17]=[CH:16][CH:15]=[CH:14][CH:13]=1. (4) The reactants are [CH3:1][CH:2]([CH3:24])[CH2:3][CH2:4][NH:5][C:6]([C:8]1[C:9]([C:20]([F:23])([F:22])[F:21])=[N:10][C:11]([N:14]2[CH2:19][CH2:18][NH:17][CH2:16][CH2:15]2)=[N:12][CH:13]=1)=[O:7].C(N(C(C)C)CC)(C)C.[F:34][C:35]([F:46])([F:45])[C:36]1[CH:44]=[CH:43][CH:42]=[CH:41][C:37]=1[C:38](Cl)=[O:39]. The catalyst is ClCCl. The product is [CH3:1][CH:2]([CH3:24])[CH2:3][CH2:4][NH:5][C:6]([C:8]1[C:9]([C:20]([F:23])([F:21])[F:22])=[N:10][C:11]([N:14]2[CH2:19][CH2:18][N:17]([C:38](=[O:39])[C:37]3[CH:41]=[CH:42][CH:43]=[CH:44][C:36]=3[C:35]([F:34])([F:45])[F:46])[CH2:16][CH2:15]2)=[N:12][CH:13]=1)=[O:7]. The yield is 0.760. (5) The reactants are [CH3:1][N:2]([CH3:22])[CH2:3][CH2:4][O:5][C:6]1[CH:11]=[C:10]([N+:12]([O-])=O)[CH:9]=[C:8]([C:15]2[CH:20]=[CH:19][N:18]=[C:17]([CH3:21])[CH:16]=2)[CH:7]=1.CC1C=C(C2C=C(C=C([N+]([O-])=O)C=2)OCC(OC)=O)C=CN=1.NC1C=C(C=C(C2C=CN=C(C)C=2)C=1)OCC(OC)=O. No catalyst specified. The product is [CH3:22][N:2]([CH3:1])[CH2:3][CH2:4][O:5][C:6]1[CH:11]=[C:10]([NH2:12])[CH:9]=[C:8]([C:15]2[CH:20]=[CH:19][N:18]=[C:17]([CH3:21])[CH:16]=2)[CH:7]=1. The yield is 0.930. (6) The reactants are [CH3:1][C:2]1([NH:18]C(=O)OC(C)(C)C)[CH2:8][CH2:7][CH2:6][N:5]([C:9]2[N:13]([CH3:14])[N:12]=[CH:11][C:10]=2[N+:15]([O-])=O)[CH2:4][CH2:3]1.C(OC([NH:33][C:34]1[S:38][C:37]([C:39]2[CH:44]=[CH:43][CH:42]=[CH:41][C:40]=2[F:45])=[N:36][C:35]=1[C:46](O)=[O:47])=O)(C)(C)C. No catalyst specified. The product is [NH2:33][C:34]1[S:38][C:37]([C:39]2[CH:44]=[CH:43][CH:42]=[CH:41][C:40]=2[F:45])=[N:36][C:35]=1[C:46]([NH:15][C:10]1[CH:11]=[N:12][N:13]([CH3:14])[C:9]=1[N:5]1[CH2:6][CH2:7][CH2:8][C:2]([NH2:18])([CH3:1])[CH2:3][CH2:4]1)=[O:47]. The yield is 0.740. (7) The reactants are C([Li])CCC.Br[C:7]1[CH:12]=[CH:11][CH:10]=[C:9](Br)[C:8]=1[O:14][CH2:15][CH2:16]Br.[S:18](=[O:20])=[O:19].[Cl:21]NC(=O)CCC(N)=O. The catalyst is O1CCCC1.ClCCl. The product is [O:14]1[C:8]2[CH:9]=[C:10]([S:18]([Cl:21])(=[O:20])=[O:19])[CH:11]=[CH:12][C:7]=2[CH2:16][CH2:15]1. The yield is 0.410.